From a dataset of Reaction yield outcomes from USPTO patents with 853,638 reactions. Predict the reaction yield, written as a fraction of the theoretical maximum amount of product (1.0 means a 100% yield; for example, 0.34 means a 34% yield). The reactants are [NH2:1][C:2]([NH2:4])=[S:3].Br[CH2:6][C:7](=O)[C:8]([F:11])([F:10])[F:9].C(C1N=C(NC(NC2C=CC(OC)=CC=2C)=O)SC=1)C.COC1C=CC(N=C=O)=C(C)C=1. The catalyst is CN(C1C=CN=CC=1)C.C1COCC1. The product is [F:9][C:8]([F:11])([F:10])[C:7]1[N:1]=[C:2]([NH2:4])[S:3][CH:6]=1. The yield is 0.360.